This data is from Full USPTO retrosynthesis dataset with 1.9M reactions from patents (1976-2016). The task is: Predict the reactants needed to synthesize the given product. (1) Given the product [CH:8]1[CH:9]=[CH:10][C:11]2[NH:12][C:13]3[CH:1]=[N:2][CH:3]=[CH:4][C:5]=3[C:6]=2[CH:7]=1, predict the reactants needed to synthesize it. The reactants are: [CH2:1]1[C:13]2[NH:12][C:11]3[C:6](=[CH:7][CH:8]=[CH:9][CH:10]=3)[C:5]=2[CH2:4][CH2:3][NH:2]1.Cl.NCCC1C2C(=CC=CC=2)NC=1.C(O)(=O)C=O.C(O)C. (2) Given the product [Br:21][C:22]1[CH:23]=[C:24]([C:28]2[O:14][C:13]([CH2:12][N:8]3[C:9]4[C:5](=[C:4]([C:17]([F:18])([F:19])[F:20])[C:3]([C:1]#[N:2])=[CH:11][CH:10]=4)[CH:6]=[C:7]3[CH3:16])=[N:31][N:30]=2)[CH:25]=[N:26][CH:27]=1, predict the reactants needed to synthesize it. The reactants are: [C:1]([C:3]1[C:4]([C:17]([F:20])([F:19])[F:18])=[C:5]2[C:9](=[CH:10][CH:11]=1)[N:8]([CH2:12][C:13](O)=[O:14])[C:7]([CH3:16])=[CH:6]2)#[N:2].[Br:21][C:22]1[CH:23]=[C:24]([C:28]([NH:30][NH2:31])=O)[CH:25]=[N:26][CH:27]=1. (3) Given the product [C:38]([C@@H:28]1[CH2:29][CH2:30][C@H:31]([NH:34][C:14]([C:12]2[N:11]([CH2:17][C:18]3[CH:23]=[CH:22][C:21]([C:24]([O:26][CH3:27])=[O:25])=[CH:20][N:19]=3)[N:10]=[C:9]([C:4]3[CH:5]=[CH:6][C:7]([Cl:8])=[C:2]([Cl:1])[CH:3]=3)[CH:13]=2)=[O:15])[CH2:49][CH2:33]1)([CH3:41])([CH3:40])[CH3:39], predict the reactants needed to synthesize it. The reactants are: [Cl:1][C:2]1[CH:3]=[C:4]([C:9]2[CH:13]=[C:12]([C:14](O)=[O:15])[N:11]([CH2:17][C:18]3[CH:23]=[CH:22][C:21]([C:24]([O:26][CH3:27])=[O:25])=[CH:20][N:19]=3)[N:10]=2)[CH:5]=[CH:6][C:7]=1[Cl:8].[CH:28]1[CH:33]=N[C:31]2[N:34](O)N=N[C:30]=2[CH:29]=1.[C:38](NC1CCCCC1)([CH3:41])([CH3:40])[CH3:39].[CH3:49]CN(C(C)C)C(C)C.C(Cl)CCl. (4) Given the product [C:1]1([C:7]2([C:13]([Cl:19])=[O:15])[CH2:12][CH2:11][CH2:10][CH2:9][CH2:8]2)[CH:6]=[CH:5][CH:4]=[CH:3][CH:2]=1, predict the reactants needed to synthesize it. The reactants are: [C:1]1([C:7]2([C:13]([OH:15])=O)[CH2:12][CH2:11][CH2:10][CH2:9][CH2:8]2)[CH:6]=[CH:5][CH:4]=[CH:3][CH:2]=1.C(Cl)(=O)C([Cl:19])=O. (5) The reactants are: [C:1]([O:5][CH2:6][CH:7](O)[CH3:8])(=[O:4])[CH:2]=[CH2:3].[C:10]([O:14][CH2:15][CH2:16][CH2:17]O)(=[O:13])[CH:11]=[CH2:12]. Given the product [CH2:12]=[CH:11][C:10]([O:14][CH2:15][CH2:16][CH2:17][CH2:8][CH2:7][CH2:6][O:5][C:1]([CH:2]=[CH2:3])=[O:4])=[O:13].[C:10]([O:14][CH2:15][CH2:16][CH2:17][CH2:8][CH2:7][CH2:6][O:5][C:1](=[O:4])[CH:2]=[CH2:3])(=[O:13])[CH:11]=[CH2:12], predict the reactants needed to synthesize it. (6) Given the product [Cl:15][C:8]1[CH:9]=[C:10]([CH:11]=[C:6]([Cl:5])[C:7]=1[S:16][C:17]1[CH:22]=[CH:21][CH:20]=[CH:19][C:18]=1[C:23]([F:25])([F:24])[F:26])[NH2:12], predict the reactants needed to synthesize it. The reactants are: CO.[Cl-].[NH4+].[Cl:5][C:6]1[CH:11]=[C:10]([N+:12]([O-])=O)[CH:9]=[C:8]([Cl:15])[C:7]=1[S:16][C:17]1[CH:22]=[CH:21][CH:20]=[CH:19][C:18]=1[C:23]([F:26])([F:25])[F:24].